From a dataset of Full USPTO retrosynthesis dataset with 1.9M reactions from patents (1976-2016). Predict the reactants needed to synthesize the given product. (1) The reactants are: [C:1]([O:5][C:6]([NH:8][CH2:9][C@H:10]1[CH2:15][CH2:14][C@H:13]([C:16]([NH:18][C@H:19]([C:37]([NH:39][C:40]2[CH:45]=[CH:44][C:43]([C:46]3[NH:50][C:49]([C:51]([F:59])([F:58])[C:52]([C:55]([OH:57])=[O:56])([F:54])[F:53])=[N:48][N:47]=3)=[CH:42][CH:41]=2)=[O:38])[CH2:20][C:21]2[CH:26]=[CH:25][C:24]([C:27]3[CH:32]=[CH:31][C:30]([C:33]([OH:35])=O)=[CH:29][C:28]=3[CH3:36])=[CH:23][CH:22]=2)=[O:17])[CH2:12][CH2:11]1)=[O:7])([CH3:4])([CH3:3])[CH3:2].[NH2:60][CH:61]1[CH2:66][CH2:65][CH2:64][NH:63][C:62]1=[O:67].C(NC(C)C)(C)C.CN(C(ON1N=NC2C=CC=NC1=2)=[N+](C)C)C.F[P-](F)(F)(F)(F)F. Given the product [C:1]([O:5][C:6]([NH:8][CH2:9][C@H:10]1[CH2:15][CH2:14][C@H:13]([C:16]([NH:18][C@@H:19]([CH2:20][C:21]2[CH:26]=[CH:25][C:24]([C:27]3[CH:32]=[CH:31][C:30]([C:33](=[O:35])[NH:60][CH:61]4[CH2:66][CH2:65][CH2:64][NH:63][C:62]4=[O:67])=[CH:29][C:28]=3[CH3:36])=[CH:23][CH:22]=2)[C:37]([NH:39][C:40]2[CH:45]=[CH:44][C:43]([C:46]3[NH:50][C:49]([C:51]([F:59])([F:58])[C:52]([F:53])([F:54])[C:55]([OH:57])=[O:56])=[N:48][N:47]=3)=[CH:42][CH:41]=2)=[O:38])=[O:17])[CH2:12][CH2:11]1)=[O:7])([CH3:3])([CH3:2])[CH3:4], predict the reactants needed to synthesize it. (2) Given the product [CH2:19]([NH:26][S:15]([C:12]1[CH:11]=[C:10]([C:8]([C:7]2[C:2]([Cl:1])=[N:3][CH:4]=[CH:5][CH:6]=2)=[O:9])[NH:14][CH:13]=1)(=[O:17])=[O:16])[C:20]1[CH:25]=[CH:24][CH:23]=[CH:22][CH:21]=1, predict the reactants needed to synthesize it. The reactants are: [Cl:1][C:2]1[C:7]([C:8]([C:10]2[NH:14][CH:13]=[C:12]([S:15](Cl)(=[O:17])=[O:16])[CH:11]=2)=[O:9])=[CH:6][CH:5]=[CH:4][N:3]=1.[CH2:19]([NH2:26])[C:20]1[CH:25]=[CH:24][CH:23]=[CH:22][CH:21]=1.C(N(CC)CC)C. (3) The reactants are: [Cl:1][C:2]1[CH:7]=[C:6]([O:8]C)[CH:5]=[CH:4][C:3]=1[CH:10]([CH3:30])[C:11]([C:17]1[C:18]([F:29])=[CH:19][C:20]2[O:25][CH2:24][C:23](=[O:26])[N:22]([CH3:27])[C:21]=2[CH:28]=1)([OH:16])[C:12]([F:15])([F:14])[F:13].B(Br)(Br)Br. Given the product [Cl:1][C:2]1[CH:7]=[C:6]([OH:8])[CH:5]=[CH:4][C:3]=1[CH:10]([CH3:30])[C:11]([C:17]1[C:18]([F:29])=[CH:19][C:20]2[O:25][CH2:24][C:23](=[O:26])[N:22]([CH3:27])[C:21]=2[CH:28]=1)([OH:16])[C:12]([F:13])([F:14])[F:15], predict the reactants needed to synthesize it. (4) The reactants are: [N:1]1[CH:6]=[CH:5][CH:4]=[C:3]([C:7]2[C@:8]3([CH2:24][CH2:23][C@H:22]4[C@@H:13]([CH2:14][CH2:15][C:16]5[CH:17]=[C:18]([C:25](O)=[O:26])[CH:19]=[CH:20][C:21]=54)[C@@H:10]3[CH2:11][CH:12]=2)[CH3:9])[CH:2]=1.Cl.[NH2:29][CH2:30][CH2:31][S:32]([NH2:35])(=[O:34])=[O:33]. Given the product [N:1]1[CH:6]=[CH:5][CH:4]=[C:3]([C:7]2[C@:8]3([CH2:24][CH2:23][C@H:22]4[C@@H:13]([CH2:14][CH2:15][C:16]5[CH:17]=[C:18]([C:25]([NH:29][CH2:30][CH2:31][S:32](=[O:34])(=[O:33])[NH2:35])=[O:26])[CH:19]=[CH:20][C:21]=54)[C@@H:10]3[CH2:11][CH:12]=2)[CH3:9])[CH:2]=1, predict the reactants needed to synthesize it. (5) Given the product [CH3:61][N:60]1[C:54]2[CH:53]=[CH:52][C:51]([N:47]3[CH2:46][C@H:45]([CH2:44][NH:43][C:3](=[O:4])[CH3:2])[O:49][C:48]3=[O:50])=[CH:63][C:55]=2[CH2:56][CH2:57][O:58][C:59]1=[O:62], predict the reactants needed to synthesize it. The reactants are: F[C:2](F)(F)[C:3](O)=[O:4].C(OC(=O)NC[C@@H]1OC(=O)N(C2C=CC3N(C)C(=O)OCCC=3C=2)C1)(C)(C)C.C(OC(=O)C)(=O)C.[NH2:43][CH2:44][C@@H:45]1[O:49][C:48](=[O:50])[N:47]([C:51]2[CH:52]=[CH:53][C:54]3[N:60]([CH3:61])[C:59](=[O:62])[O:58][CH2:57][CH2:56][C:55]=3[CH:63]=2)[CH2:46]1. (6) Given the product [CH3:23][C:20]1[O:19][C:18]([C:6]2[CH:5]=[C:4]3[C:9]([C:10]([N:12]4[CH2:17][CH2:16][O:15][CH2:14][CH2:13]4)=[N:11][C:2]([C:32]4[CH:33]=[CH:34][C:35]([NH:38][C:39](=[O:51])[NH:40][C:41]5[CH:42]=[CH:43][C:44]([NH:47][C:48](=[O:50])[CH3:49])=[CH:45][CH:46]=5)=[CH:36][CH:37]=4)=[N:3]3)=[CH:8][CH:7]=2)=[CH:22][CH:21]=1, predict the reactants needed to synthesize it. The reactants are: Cl[C:2]1[N:11]=[C:10]([N:12]2[CH2:17][CH2:16][O:15][CH2:14][CH2:13]2)[C:9]2[C:4](=[CH:5][C:6]([C:18]3[O:19][C:20]([CH3:23])=[CH:21][CH:22]=3)=[CH:7][CH:8]=2)[N:3]=1.CC1(C)C(C)(C)OB([C:32]2[CH:37]=[CH:36][C:35]([NH:38][C:39](=[O:51])[NH:40][C:41]3[CH:46]=[CH:45][C:44]([NH:47][C:48](=[O:50])[CH3:49])=[CH:43][CH:42]=3)=[CH:34][CH:33]=2)O1.C(=O)([O-])[O-].[Cs+].[Cs+].C1(C)C=CC=CC=1.